From a dataset of Peptide-MHC class I binding affinity with 185,985 pairs from IEDB/IMGT. Regression. Given a peptide amino acid sequence and an MHC pseudo amino acid sequence, predict their binding affinity value. This is MHC class I binding data. (1) The peptide sequence is FQPQNGQFD. The MHC is H-2-Db with pseudo-sequence H-2-Db. The binding affinity (normalized) is 0.114. (2) The peptide sequence is VQLQEYDTY. The MHC is HLA-B07:02 with pseudo-sequence HLA-B07:02. The binding affinity (normalized) is 0.0847. (3) The peptide sequence is SIMKSVGTGK. The MHC is HLA-A11:01 with pseudo-sequence HLA-A11:01. The binding affinity (normalized) is 0.720. (4) The peptide sequence is GSPGDLQTLAL. The MHC is HLA-A66:01 with pseudo-sequence HLA-A66:01. The binding affinity (normalized) is 0. (5) The peptide sequence is ATYTGVFDK. The MHC is HLA-B57:01 with pseudo-sequence HLA-B57:01. The binding affinity (normalized) is 0.0847. (6) The peptide sequence is ERYPGGVSL. The MHC is HLA-A02:11 with pseudo-sequence HLA-A02:11. The binding affinity (normalized) is 0.0847. (7) The peptide sequence is MIDGIGRFY. The MHC is HLA-A01:01 with pseudo-sequence HLA-A01:01. The binding affinity (normalized) is 0.545.